This data is from NCI-60 drug combinations with 297,098 pairs across 59 cell lines. The task is: Regression. Given two drug SMILES strings and cell line genomic features, predict the synergy score measuring deviation from expected non-interaction effect. (1) Drug 1: C1=C(C(=O)NC(=O)N1)N(CCCl)CCCl. Drug 2: COC1=C2C(=CC3=C1OC=C3)C=CC(=O)O2. Cell line: HCT-15. Synergy scores: CSS=20.4, Synergy_ZIP=2.10, Synergy_Bliss=2.29, Synergy_Loewe=-4.22, Synergy_HSA=0.611. (2) Drug 1: COC1=C2C(=CC3=C1OC=C3)C=CC(=O)O2. Drug 2: C(CCl)NC(=O)N(CCCl)N=O. Cell line: HS 578T. Synergy scores: CSS=15.5, Synergy_ZIP=0.0828, Synergy_Bliss=-0.216, Synergy_Loewe=-0.289, Synergy_HSA=1.08. (3) Drug 1: CNC(=O)C1=CC=CC=C1SC2=CC3=C(C=C2)C(=NN3)C=CC4=CC=CC=N4. Drug 2: C1=CC(=C2C(=C1NCCNCCO)C(=O)C3=C(C=CC(=C3C2=O)O)O)NCCNCCO. Cell line: SK-MEL-2. Synergy scores: CSS=60.3, Synergy_ZIP=5.08, Synergy_Bliss=3.94, Synergy_Loewe=-23.2, Synergy_HSA=3.12.